Dataset: Reaction yield outcomes from USPTO patents with 853,638 reactions. Task: Predict the reaction yield, written as a fraction of the theoretical maximum amount of product (1.0 means a 100% yield; for example, 0.34 means a 34% yield). (1) The reactants are [CH3:1][C:2]1([CH3:16])[C:7]2[CH:8]=[C:9](B(O)O)[CH:10]=[CH:11][C:6]=2[NH:5][C:4](=[O:15])[O:3]1.Br[C:18]1[CH:19]=[C:20]([CH:23]=[CH:24][CH:25]=1)[C:21]#[N:22].C(=O)([O-])[O-].[Na+].[Na+]. The catalyst is COCCOC.O.C1C=CC([P]([Pd]([P](C2C=CC=CC=2)(C2C=CC=CC=2)C2C=CC=CC=2)([P](C2C=CC=CC=2)(C2C=CC=CC=2)C2C=CC=CC=2)[P](C2C=CC=CC=2)(C2C=CC=CC=2)C2C=CC=CC=2)(C2C=CC=CC=2)C2C=CC=CC=2)=CC=1. The product is [CH3:1][C:2]1([CH3:16])[O:3][C:4](=[O:15])[NH:5][C:6]2[CH:11]=[CH:10][C:9]([C:18]3[CH:19]=[C:20]([CH:23]=[CH:24][CH:25]=3)[C:21]#[N:22])=[CH:8][C:7]1=2. The yield is 0.250. (2) The reactants are [F:1][C:2]1[CH:3]=[C:4]([CH:46]=[C:47]([F:49])[CH:48]=1)[CH2:5][C:6]1[CH:7]=[C:8]2[C:12](=[CH:13][CH:14]=1)[N:11](C(C1C=CC=CC=1)(C1C=CC=CC=1)C1C=CC=CC=1)[N:10]=[C:9]2[NH:34][C:35](=[O:45])[C:36]1[CH:41]=[C:40]([CH:42]=[O:43])[CH:39]=[CH:38][C:37]=1[F:44].Cl. The catalyst is O1CCOCC1. The product is [F:1][C:2]1[CH:3]=[C:4]([CH:46]=[C:47]([F:49])[CH:48]=1)[CH2:5][C:6]1[CH:7]=[C:8]2[C:12](=[CH:13][CH:14]=1)[NH:11][N:10]=[C:9]2[NH:34][C:35](=[O:45])[C:36]1[CH:41]=[C:40]([CH:42]=[O:43])[CH:39]=[CH:38][C:37]=1[F:44]. The yield is 0.770. (3) The reactants are [O:1]1[CH2:6][CH2:5][N:4]([CH2:7][C:8]2[CH:9]=[C:10]([NH:18][C:19](=[O:27])OC3C=CC=CC=3)[CH:11]=[C:12]([C:14]([F:17])([F:16])[F:15])[CH:13]=2)[CH2:3][CH2:2]1.[CH3:28][O:29][C:30]1[CH:31]=[C:32]2[C:37](=[CH:38][C:39]=1[O:40][CH3:41])[N:36]=[CH:35][N:34]=[C:33]2[O:42][C:43]1[CH:44]=[C:45]([CH:47]=[CH:48][CH:49]=1)[NH2:46].C(N(C(C)C)CC)(C)C. The catalyst is CN(C1C=CN=CC=1)C. The product is [CH3:28][O:29][C:30]1[CH:31]=[C:32]2[C:37](=[CH:38][C:39]=1[O:40][CH3:41])[N:36]=[CH:35][N:34]=[C:33]2[O:42][C:43]1[CH:44]=[C:45]([NH:46][C:19]([NH:18][C:10]2[CH:11]=[C:12]([C:14]([F:16])([F:15])[F:17])[CH:13]=[C:8]([CH2:7][N:4]3[CH2:5][CH2:6][O:1][CH2:2][CH2:3]3)[CH:9]=2)=[O:27])[CH:47]=[CH:48][CH:49]=1. The yield is 0.320. (4) The reactants are [Br:1][C:2]1[N:3]=[C:4]([C:20]#[C:21][CH3:22])[S:5][C:6]=1[C:7]1[N:11]=[CH:10][N:9]([CH2:12][O:13][CH2:14][CH2:15][Si:16]([CH3:19])([CH3:18])[CH3:17])[N:8]=1.[I-].[NH2:24][N+:25]1[CH:30]=[CH:29][CH:28]=[CH:27][CH:26]=1.C(=O)([O-])[O-].[K+].[K+].CN(C)C=O. No catalyst specified. The product is [Br:1][C:2]1[N:3]=[C:4]([C:20]2[C:21]([CH3:22])=[N:24][N:25]3[CH:30]=[CH:29][CH:28]=[CH:27][C:26]=23)[S:5][C:6]=1[C:7]1[N:11]=[CH:10][N:9]([CH2:12][O:13][CH2:14][CH2:15][Si:16]([CH3:19])([CH3:18])[CH3:17])[N:8]=1. The yield is 0.648. (5) The reactants are [Cl:1][C:2]1[CH:7]=[CH:6][C:5](B(O)O)=[CH:4][CH:3]=1.[NH2:11][C:12]1[N:13]=[C:14]([N:23]2[CH2:28][CH2:27][N:26]([C:29](=[O:39])[CH2:30][O:31][C:32]3[CH:37]=[CH:36][C:35]([Cl:38])=[CH:34][CH:33]=3)[CH2:25][CH2:24]2)[C:15]2[N:21]=[C:20](Cl)[CH:19]=[CH:18][C:16]=2[N:17]=1. No catalyst specified. The product is [NH2:11][C:12]1[N:13]=[C:14]([N:23]2[CH2:24][CH2:25][N:26]([C:29](=[O:39])[CH2:30][O:31][C:32]3[CH:37]=[CH:36][C:35]([Cl:38])=[CH:34][CH:33]=3)[CH2:27][CH2:28]2)[C:15]2[N:21]=[C:20]([C:5]3[CH:6]=[CH:7][C:2]([Cl:1])=[CH:3][CH:4]=3)[CH:19]=[CH:18][C:16]=2[N:17]=1. The yield is 0.530. (6) The reactants are [CH3:1][O:2][C:3]1[CH:4]=[C:5]([CH:8]=[CH:9][C:10]=1[O:11][CH3:12])[CH:6]=O.C(O)(=O)[CH2:14][C:15]([OH:17])=[O:16].Cl. The catalyst is N1CCCCC1.N1C=CC=CC=1. The product is [CH3:1][O:2][C:3]1[CH:4]=[C:5](/[CH:6]=[CH:14]/[C:15]([OH:17])=[O:16])[CH:8]=[CH:9][C:10]=1[O:11][CH3:12]. The yield is 0.810. (7) The reactants are [Cl:1][C:2]1[N:10]=[CH:9][CH:8]=[CH:7][C:3]=1[C:4](O)=[O:5].Cl.[CH3:12][NH:13][O:14][CH3:15].C(N(CC)CC)C.CCN=C=NCCCN(C)C.C1C=NC2N(O)N=NC=2C=1. The catalyst is ClCCl.C1COCC1. The product is [Cl:1][C:2]1[N:10]=[CH:9][CH:8]=[CH:7][C:3]=1[C:4]([N:13]([O:14][CH3:15])[CH3:12])=[O:5]. The yield is 0.590.